From a dataset of Full USPTO retrosynthesis dataset with 1.9M reactions from patents (1976-2016). Predict the reactants needed to synthesize the given product. Given the product [Cl:8][C:6]1[CH:7]=[C:2]([NH:11][C:12]2[CH:13]=[CH:14][C:15]([N:18]3[CH2:23][CH2:22][C:21]([OH:24])([CH3:25])[CH2:20][CH2:19]3)=[CH:16][N:17]=2)[C:3](=[O:10])[N:4]([CH3:9])[N:5]=1, predict the reactants needed to synthesize it. The reactants are: Br[C:2]1[C:3](=[O:10])[N:4]([CH3:9])[N:5]=[C:6]([Cl:8])[CH:7]=1.[NH2:11][C:12]1[N:17]=[CH:16][C:15]([N:18]2[CH2:23][CH2:22][C:21]([CH3:25])([OH:24])[CH2:20][CH2:19]2)=[CH:14][CH:13]=1.CC1(C)C2C(=C(P(C3C=CC=CC=3)C3C=CC=CC=3)C=CC=2)OC2C(P(C3C=CC=CC=3)C3C=CC=CC=3)=CC=CC1=2.C(=O)([O-])[O-].[Cs+].[Cs+].